Dataset: Full USPTO retrosynthesis dataset with 1.9M reactions from patents (1976-2016). Task: Predict the reactants needed to synthesize the given product. (1) Given the product [Cl:9][C:4]1[N:3]=[C:2]([NH:16][CH:12]2[CH2:13][CH2:14][CH2:15][CH:10]([NH2:17])[CH2:11]2)[CH:7]=[C:6]([I:8])[CH:5]=1, predict the reactants needed to synthesize it. The reactants are: Cl[C:2]1[CH:7]=[C:6]([I:8])[CH:5]=[C:4]([Cl:9])[N:3]=1.[CH:10]1([NH2:17])[CH2:15][CH2:14][CH2:13][CH:12]([NH2:16])[CH2:11]1. (2) The reactants are: [OH-].[Na+].C[O:4][C:5](=[O:23])[C:6]1[CH:11]=[C:10]([C:12](=[O:14])[CH3:13])[CH:9]=[CH:8][C:7]=1[O:15][CH2:16][C:17]1[CH:22]=[CH:21][CH:20]=[CH:19][CH:18]=1.Cl. Given the product [C:12]([C:10]1[CH:9]=[CH:8][C:7]([O:15][CH2:16][C:17]2[CH:22]=[CH:21][CH:20]=[CH:19][CH:18]=2)=[C:6]([CH:11]=1)[C:5]([OH:23])=[O:4])(=[O:14])[CH3:13], predict the reactants needed to synthesize it. (3) Given the product [CH2:7]([C@:4]1([C:9]([N:11]2[CH2:16][C@@H:15]3[CH2:17][C@H:12]2[CH2:13][N:14]3[C:18]([O:20][C:21]([CH3:23])([CH3:22])[CH3:24])=[O:19])=[O:10])[CH2:5][CH2:6][C@@H:2]([NH:1][C@@H:46]2[CH2:45][CH2:44][O:43][CH2:42][C@H:41]2[O:40][CH3:39])[CH2:3]1)[CH3:8].[C:21]([O:20][C:18]([N:14]1[CH2:13][C@@H:12]2[CH2:17][C@H:15]1[CH2:16][N:11]2[C:9]([C@@:4]1([CH2:7][CH3:8])[CH2:5][CH2:6][C@@H:2]([NH:1][C@@H:46]2[C@H:41]([O:40][CH3:39])[CH2:42][O:43][CH2:44][CH2:45]2)[CH2:3]1)=[O:10])=[O:19])([CH3:23])([CH3:22])[CH3:24], predict the reactants needed to synthesize it. The reactants are: [NH2:1][C@@H:2]1[CH2:6][CH2:5][C@@:4]([C:9]([N:11]2[CH2:16][C@@H:15]3[CH2:17][C@H:12]2[CH2:13][N:14]3[C:18]([O:20][C:21]([CH3:24])([CH3:23])[CH3:22])=[O:19])=[O:10])([CH2:7][CH3:8])[CH2:3]1.C(O[BH-](OC(=O)C)OC(=O)C)(=O)C.[Na+].[CH3:39][O:40][CH:41]1[C:46](=O)[CH2:45][CH2:44][O:43][CH2:42]1.[OH-].[Na+]. (4) Given the product [Cl:8][C:6]1[CH:5]=[C:4]([C:9]2([C:28]([F:29])([F:31])[F:30])[O:13][N:12]=[C:11]([C:14]3[CH:27]=[CH:26][C:17]4[B:18]([OH:25])[O:19][C:20]5([CH2:23][CH2:24][CH2:22][CH2:21]5)[C:16]=4[CH:15]=3)[CH2:10]2)[CH:3]=[C:2]([Cl:1])[CH:7]=1, predict the reactants needed to synthesize it. The reactants are: [Cl:1][C:2]1[CH:3]=[C:4]([C:9]2([C:28]([F:31])([F:30])[F:29])[O:13][N:12]=[C:11]([C:14]3[CH:27]=[CH:26][C:17]4[B:18]([OH:25])[O:19][C:20]([CH2:23][CH3:24])([CH2:21][CH3:22])[C:16]=4[CH:15]=3)[CH2:10]2)[CH:5]=[C:6]([Cl:8])[CH:7]=1.C1(=O)CCCC1.